Predict the reactants needed to synthesize the given product. From a dataset of Full USPTO retrosynthesis dataset with 1.9M reactions from patents (1976-2016). (1) Given the product [OH:24][CH2:23][C:21]1[CH:20]=[CH:19][C:17]2[N:18]=[C:14]([N:11]3[CH2:12][CH2:13][N:8]([C:6]([O:5][C:1]([CH3:2])([CH3:4])[CH3:3])=[O:7])[CH2:9][CH2:10]3)[S:15][C:16]=2[CH:22]=1, predict the reactants needed to synthesize it. The reactants are: [C:1]([O:5][C:6]([N:8]1[CH2:13][CH2:12][N:11]([C:14]2[S:15][C:16]3[CH:22]=[C:21]([C:23](OCC)=[O:24])[CH:20]=[CH:19][C:17]=3[N:18]=2)[CH2:10][CH2:9]1)=[O:7])([CH3:4])([CH3:3])[CH3:2].[BH4-].[Li+].C(=O)(O)[O-].[Na+]. (2) The reactants are: C(O)(=O)C.[CH:5]1([O:10][C:11]2[CH:12]=[C:13]([CH:16]=[CH:17][C:18]=2[O:19][CH3:20])[CH:14]=O)[CH2:9][CH2:8][CH2:7][CH2:6]1.[I:21][C:22]1[CH:23]=[CH:24][C:25]([NH2:28])=[N:26][CH:27]=1.C(O[BH-](OC(=O)C)OC(=O)C)(=O)C.[Na+]. Given the product [CH:5]1([O:10][C:11]2[CH:12]=[C:13]([CH:16]=[CH:17][C:18]=2[O:19][CH3:20])[CH2:14][NH:28][C:25]2[CH:24]=[CH:23][C:22]([I:21])=[CH:27][N:26]=2)[CH2:9][CH2:8][CH2:7][CH2:6]1, predict the reactants needed to synthesize it. (3) Given the product [C:13]([O:12][C:10]([N:4]1[CH:3]([C:1]([OH:22])=[O:2])[CH2:9][CH:8]2[CH:6]([CH2:7]2)[CH2:5]1)=[O:11])([CH3:16])([CH3:15])[CH3:14], predict the reactants needed to synthesize it. The reactants are: [CH:1]([CH:3]1[CH2:9][CH:8]2[CH:6]([CH2:7]2)[CH2:5][N:4]1[C:10]([O:12][C:13]([CH3:16])([CH3:15])[CH3:14])=[O:11])=[O:2].CC(=CC)C.[O-:22]Cl=O.[Na+]. (4) Given the product [Br:21][C:10]1[O:9][C:8]([C:7]([CH3:14])([CH3:13])[O:6][SiH2:5][C:1]([CH3:4])([CH3:2])[CH3:3])=[N:12][CH:11]=1, predict the reactants needed to synthesize it. The reactants are: [C:1]([SiH2:5][O:6][C:7]([CH3:14])([CH3:13])[C:8]1[O:9][CH:10]=[CH:11][N:12]=1)([CH3:4])([CH3:3])[CH3:2].C([Li])CCC.C(Br)(Br)(Br)[Br:21].